Dataset: Reaction yield outcomes from USPTO patents with 853,638 reactions. Task: Predict the reaction yield, written as a fraction of the theoretical maximum amount of product (1.0 means a 100% yield; for example, 0.34 means a 34% yield). The reactants are Br[C:2]1[C:3]([CH3:16])=[C:4]([CH3:15])[C:5]2[O:9][C:8]([CH2:11][OH:12])([CH3:10])[CH2:7][C:6]=2[C:13]=1[CH3:14].[CH3:17][C:18]1[CH:23]=[CH:22][C:21]([N:24]2[CH2:29][CH2:28][NH:27][CH2:26][CH2:25]2)=[CH:20][CH:19]=1. No catalyst specified. The product is [CH3:10][C:8]1([CH2:11][OH:12])[CH2:7][C:6]2[C:13]([CH3:14])=[C:2]([N:27]3[CH2:28][CH2:29][N:24]([C:21]4[CH:22]=[CH:23][C:18]([CH3:17])=[CH:19][CH:20]=4)[CH2:25][CH2:26]3)[C:3]([CH3:16])=[C:4]([CH3:15])[C:5]=2[O:9]1. The yield is 0.0600.